Dataset: Full USPTO retrosynthesis dataset with 1.9M reactions from patents (1976-2016). Task: Predict the reactants needed to synthesize the given product. (1) Given the product [Eu:24].[CH2:2]([N:3]([CH2:8][C:9]([OH:11])=[O:10])[CH2:4][C:5]([OH:7])=[O:6])[CH2:1][N:12]([CH2:17][C:18]([OH:20])=[O:19])[CH2:13][C:14]([OH:16])=[O:15], predict the reactants needed to synthesize it. The reactants are: [CH2:1]([N:12]([CH2:17][C:18]([OH:20])=[O:19])[CH2:13][C:14]([OH:16])=[O:15])[CH2:2][N:3]([CH2:8][C:9]([OH:11])=[O:10])[CH2:4][C:5]([OH:7])=[O:6].O.N.[O-2].[Eu+3:24].[O-2].[O-2].[Eu+3]. (2) The reactants are: [CH2:1]([NH:3][C:4](=[O:23])[C:5]1[CH:10]=[CH:9][C:8]([C:11](=O)[CH2:12][CH2:13][C:14](=O)[C:15]2[CH:20]=[CH:19][CH:18]=[CH:17][CH:16]=2)=[CH:7][CH:6]=1)[CH3:2].[NH2:24][CH2:25][C:26]([OH:28])=[O:27]. Given the product [CH2:1]([NH:3][C:4]([C:5]1[CH:10]=[CH:9][C:8]([C:11]2[N:24]([CH2:25][C:26]([OH:28])=[O:27])[C:14]([C:15]3[CH:20]=[CH:19][CH:18]=[CH:17][CH:16]=3)=[CH:13][CH:12]=2)=[CH:7][CH:6]=1)=[O:23])[CH3:2], predict the reactants needed to synthesize it. (3) Given the product [OH:37][C:38]1[C:43](=[O:44])[N:42]=[C:41]([CH2:45][C:46]2([C:51]3[C:60]4[C:55](=[CH:56][CH:57]=[CH:58][CH:59]=4)[CH:54]=[CH:53][CH:52]=3)[CH2:50][CH2:49][CH2:48][CH2:47]2)[N:40]2[CH2:61][CH2:62][N:63]([CH3:66])[C:64](=[O:65])[C:39]=12, predict the reactants needed to synthesize it. The reactants are: OC1C(=O)N=C(CC2(C3C4C(=CC=CC=4)C=CC=3)CCCC2)N2CCNC(=O)C=12.C([O:37][C:38]1[C:43](=[O:44])[N:42]=[C:41]([CH2:45][C:46]2([C:51]3[C:60]4[C:55](=[CH:56][CH:57]=[CH:58][CH:59]=4)[CH:54]=[CH:53][CH:52]=3)[CH2:50][CH2:49][CH2:48][CH2:47]2)[N:40]2[CH2:61][CH2:62][N:63]([CH3:66])[C:64](=[O:65])[C:39]=12)C1C=CC=CC=1. (4) Given the product [CH2:1]([O:3][C:4](=[O:17])/[CH:5]=[C:6](/[O:8][C:9]1[CH:14]=[CH:13][CH:12]=[CH:11][C:10]=1[S:15][CH3:16])\[CH2:7][Br:18])[CH3:2], predict the reactants needed to synthesize it. The reactants are: [CH2:1]([O:3][C:4](=[O:17])/[CH:5]=[C:6](/[O:8][C:9]1[CH:14]=[CH:13][CH:12]=[CH:11][C:10]=1[S:15][CH3:16])\[CH3:7])[CH3:2].[Br:18]N1C(=O)CCC1=O.C(OOC(=O)C1C=CC=CC=1)(=O)C1C=CC=CC=1. (5) Given the product [CH3:1][O:2][C:3]([C:5]1[N:6]([CH3:23])[C:7]([Br:31])=[C:8]([C:17]2[CH:22]=[CH:21][N:20]=[CH:19][CH:18]=2)[C:9]=1[C:10]1[CH:11]=[CH:12][C:13]([F:16])=[CH:14][CH:15]=1)=[O:4], predict the reactants needed to synthesize it. The reactants are: [CH3:1][O:2][C:3]([C:5]1[N:6]([CH3:23])[CH:7]=[C:8]([C:17]2[CH:22]=[CH:21][N:20]=[CH:19][CH:18]=2)[C:9]=1[C:10]1[CH:15]=[CH:14][C:13]([F:16])=[CH:12][CH:11]=1)=[O:4].C1C(=O)N([Br:31])C(=O)C1.CCOCC.